The task is: Predict the reactants needed to synthesize the given product.. This data is from Full USPTO retrosynthesis dataset with 1.9M reactions from patents (1976-2016). Given the product [F:1][CH:2]([F:23])[O:3][C:4]1[CH:9]=[CH:8][C:7]([C:10]2[CH:18]=[CH:17][CH:16]=[C:15]3[C:11]=2[CH2:12][CH2:13][C:14]3=[O:19])=[C:6]([O:20][CH2:31][C:32]2([CH2:36][O:37][CH3:38])[CH2:35][O:34][CH2:33]2)[C:5]=1[O:21][CH3:22], predict the reactants needed to synthesize it. The reactants are: [F:1][CH:2]([F:23])[O:3][C:4]1[CH:9]=[CH:8][C:7]([C:10]2[CH:18]=[CH:17][CH:16]=[C:15]3[C:11]=2[CH2:12][CH2:13][C:14]3=[O:19])=[C:6]([OH:20])[C:5]=1[O:21][CH3:22].C(=O)([O-])[O-].[K+].[K+].Br[CH2:31][C:32]1([CH2:36][O:37][CH3:38])[CH2:35][O:34][CH2:33]1.